Dataset: NCI-60 drug combinations with 297,098 pairs across 59 cell lines. Task: Regression. Given two drug SMILES strings and cell line genomic features, predict the synergy score measuring deviation from expected non-interaction effect. (1) Drug 1: C#CCC(CC1=CN=C2C(=N1)C(=NC(=N2)N)N)C3=CC=C(C=C3)C(=O)NC(CCC(=O)O)C(=O)O. Drug 2: C1CC(=O)NC(=O)C1N2C(=O)C3=CC=CC=C3C2=O. Cell line: A549. Synergy scores: CSS=-4.36, Synergy_ZIP=2.94, Synergy_Bliss=0.327, Synergy_Loewe=-1.62, Synergy_HSA=-4.23. (2) Drug 1: CC=C1C(=O)NC(C(=O)OC2CC(=O)NC(C(=O)NC(CSSCCC=C2)C(=O)N1)C(C)C)C(C)C. Drug 2: B(C(CC(C)C)NC(=O)C(CC1=CC=CC=C1)NC(=O)C2=NC=CN=C2)(O)O. Cell line: CCRF-CEM. Synergy scores: CSS=74.6, Synergy_ZIP=-2.54, Synergy_Bliss=-2.17, Synergy_Loewe=-4.06, Synergy_HSA=-1.15. (3) Drug 1: CC1CCC2CC(C(=CC=CC=CC(CC(C(=O)C(C(C(=CC(C(=O)CC(OC(=O)C3CCCCN3C(=O)C(=O)C1(O2)O)C(C)CC4CCC(C(C4)OC)O)C)C)O)OC)C)C)C)OC. Drug 2: CC1=C2C(C(=O)C3(C(CC4C(C3C(C(C2(C)C)(CC1OC(=O)C(C(C5=CC=CC=C5)NC(=O)C6=CC=CC=C6)O)O)OC(=O)C7=CC=CC=C7)(CO4)OC(=O)C)O)C)OC(=O)C. Cell line: NCI/ADR-RES. Synergy scores: CSS=-2.34, Synergy_ZIP=1.79, Synergy_Bliss=1.97, Synergy_Loewe=-2.52, Synergy_HSA=-3.01. (4) Drug 1: CC1=C(C=C(C=C1)C(=O)NC2=CC(=CC(=C2)C(F)(F)F)N3C=C(N=C3)C)NC4=NC=CC(=N4)C5=CN=CC=C5. Drug 2: C1CN1C2=NC(=NC(=N2)N3CC3)N4CC4. Cell line: UACC62. Synergy scores: CSS=36.9, Synergy_ZIP=-10.6, Synergy_Bliss=-3.47, Synergy_Loewe=-3.19, Synergy_HSA=-0.434. (5) Drug 1: C1=C(C(=O)NC(=O)N1)N(CCCl)CCCl. Drug 2: CN(CC1=CN=C2C(=N1)C(=NC(=N2)N)N)C3=CC=C(C=C3)C(=O)NC(CCC(=O)O)C(=O)O. Cell line: NCI-H460. Synergy scores: CSS=55.4, Synergy_ZIP=-1.56, Synergy_Bliss=-2.11, Synergy_Loewe=-7.69, Synergy_HSA=2.02. (6) Drug 1: C1C(C(OC1N2C=C(C(=O)NC2=O)F)CO)O. Drug 2: C1=CC=C(C=C1)NC(=O)CCCCCCC(=O)NO. Cell line: HL-60(TB). Synergy scores: CSS=29.8, Synergy_ZIP=6.32, Synergy_Bliss=5.78, Synergy_Loewe=-11.1, Synergy_HSA=-8.30.